Dataset: Forward reaction prediction with 1.9M reactions from USPTO patents (1976-2016). Task: Predict the product of the given reaction. (1) Given the reactants [NH2:1][C:2]1[CH:7]=[CH:6][C:5]([N:8]([CH3:17])[C@@H:9]2[CH2:13][CH2:12][N:11]([C:14](=[O:16])[CH3:15])[CH2:10]2)=[CH:4][CH:3]=1.[NH2:18][C:19]1[CH:20]=[C:21]([CH:46]=[CH:47][CH:48]=1)[O:22][C:23]1[C:24]2C=CN[C:25]=2[N:26]=[C:27](NC2C=C(F)C(OCCOC)=C(F)C=2)[N:28]=1.[C:49]([O-:52])([O-])=O.[K+].[K+].[CH:55]1(P(C2CCCCC2)C2C=CC=CC=2C2C(C(C)C)=CC(C(C)C)=CC=2C(C)C)[CH2:60]CCC[CH2:56]1.CC([OH:93])(C)C, predict the reaction product. The product is: [C:14]([N:11]1[CH2:12][CH2:13][C@@H:9]([N:8]([CH3:17])[C:5]2[CH:4]=[CH:3][C:2]([NH:1][C:27]3[N:28]=[C:23]([O:22][C:21]4[CH:20]=[C:19]([NH:18][C:56](=[O:93])[CH:55]=[CH2:60])[CH:48]=[CH:47][CH:46]=4)[C:24]([O:52][CH3:49])=[CH:25][N:26]=3)=[CH:7][CH:6]=2)[CH2:10]1)(=[O:16])[CH3:15]. (2) Given the reactants [F:1][C:2]([C:14]1[CH:19]=[CH:18][C:17]([NH2:20])=[C:16]([S:21][CH3:22])[CH:15]=1)([C:10]([F:13])([F:12])[F:11])[C:3]([F:9])([F:8])[C:4]([F:7])([F:6])[F:5].[Cl:23]N1C(=O)CCC1=O, predict the reaction product. The product is: [Cl:23][C:18]1[CH:19]=[C:14]([C:2]([F:1])([C:10]([F:11])([F:12])[F:13])[C:3]([F:9])([F:8])[C:4]([F:7])([F:6])[F:5])[CH:15]=[C:16]([S:21][CH3:22])[C:17]=1[NH2:20].